This data is from Reaction yield outcomes from USPTO patents with 853,638 reactions. The task is: Predict the reaction yield, written as a fraction of the theoretical maximum amount of product (1.0 means a 100% yield; for example, 0.34 means a 34% yield). (1) The reactants are [CH3:1][C:2]1[N:6]([C:7]2[CH:12]=[CH:11][CH:10]=[C:9]([O:13][C:14]([F:17])([F:16])[F:15])[CH:8]=2)[N:5]=[C:4]([C:18]2[CH:23]=[CH:22][N:21]=[CH:20][CH:19]=2)[C:3]=1[C:24]([OH:26])=O.Cl.Cl.[NH:29]1[CH2:34][CH2:33][CH:32]([N:35]2[CH2:39][CH2:38][CH2:37][C@H:36]2[CH2:40][OH:41])[CH2:31][CH2:30]1. No catalyst specified. The product is [OH:41][CH2:40][C@@H:36]1[CH2:37][CH2:38][CH2:39][N:35]1[CH:32]1[CH2:33][CH2:34][N:29]([C:24]([C:3]2[C:4]([C:18]3[CH:19]=[CH:20][N:21]=[CH:22][CH:23]=3)=[N:5][N:6]([C:7]3[CH:12]=[CH:11][CH:10]=[C:9]([O:13][C:14]([F:17])([F:15])[F:16])[CH:8]=3)[C:2]=2[CH3:1])=[O:26])[CH2:30][CH2:31]1. The yield is 0.780. (2) The reactants are FC(F)(F)C1C=C(NC(=O)NC2C=CC(C3SC(CCC(OC)=O)=NC=3)=CC=2)C=CC=1.[NH2:32][C:33]1[CH:38]=[CH:37][C:36]([C:39]2[S:43][C:42]([CH:44]3[CH2:49][CH2:48][N:47]([C:50]([O:52][C:53]([CH3:56])([CH3:55])[CH3:54])=[O:51])[CH2:46][CH2:45]3)=[N:41][CH:40]=2)=[CH:35][CH:34]=1.[Cl:57][C:58]1[CH:63]=[CH:62][CH:61]=[CH:60][C:59]=1[N:64]=[C:65]=[O:66]. The yield is 0.880. No catalyst specified. The product is [Cl:57][C:58]1[CH:63]=[CH:62][CH:61]=[CH:60][C:59]=1[NH:64][C:65](=[O:66])[NH:32][C:33]1[CH:34]=[CH:35][C:36]([C:39]2[S:43][C:42]([CH:44]3[CH2:45][CH2:46][N:47]([C:50]([O:52][C:53]([CH3:56])([CH3:55])[CH3:54])=[O:51])[CH2:48][CH2:49]3)=[N:41][CH:40]=2)=[CH:37][CH:38]=1. (3) The reactants are Cl[CH2:2][CH2:3][CH2:4][NH:5][C:6]([NH:8][C:9]1[CH:10]=[N:11][N:12]([CH2:14][C:15]2[C:16]([CH3:21])=[N:17][O:18][C:19]=2[CH3:20])[CH:13]=1)=[O:7].[H-].[Na+]. The catalyst is CN(C=O)C. The product is [CH3:21][C:16]1[C:15]([CH2:14][N:12]2[CH:13]=[C:9]([N:8]3[CH2:2][CH2:3][CH2:4][NH:5][C:6]3=[O:7])[CH:10]=[N:11]2)=[C:19]([CH3:20])[O:18][N:17]=1. The yield is 0.480. (4) The reactants are [F:1][C:2]1[CH:7]=[C:6]([F:8])[CH:5]=[CH:4][C:3]=1[C:9]1[N:10]=[C:11]([C:17]2[C:18]([CH3:26])=[N:19][N:20]3[CH:25]=[CH:24][CH:23]=[CH:22][C:21]=23)[S:12][C:13]=1[C:14]([NH2:16])=O.O.[NH2:28]N.COC(OC)[N:33]([CH3:35])C. No catalyst specified. The product is [F:1][C:2]1[CH:7]=[C:6]([F:8])[CH:5]=[CH:4][C:3]=1[C:9]1[N:10]=[C:11]([C:17]2[C:18]([CH3:26])=[N:19][N:20]3[CH:25]=[CH:24][CH:23]=[CH:22][C:21]=23)[S:12][C:13]=1[C:14]1[N:33]=[CH:35][NH:28][N:16]=1. The yield is 0.840. (5) The product is [Cl:1][C:2]1[CH:11]=[CH:10][C:5]2[N:6]([CH2:36][C:27]([OH:26])=[O:42])[C:7](=[N:9][C:17](=[O:18])[C:16]3[CH:20]=[CH:21][CH:22]=[C:14]([C:13]([F:24])([F:23])[F:12])[CH:15]=3)[S:8][C:4]=2[CH:3]=1. The yield is 0.160. No catalyst specified. The reactants are [Cl:1][C:2]1[CH:11]=[CH:10][C:5]2[N:6]=[C:7]([NH2:9])[S:8][C:4]=2[CH:3]=1.[F:12][C:13]([F:24])([F:23])[C:14]1[CH:15]=[C:16]([CH:20]=[CH:21][CH:22]=1)[C:17](Cl)=[O:18].C[O:26][C:27]1[CH:36]=CC2N=C(N)SC=2C=1.ClC1C=C(C=CC=1)C(Cl)=[O:42]. (6) The reactants are C([Cu])#N.[CH2:4]([O:6][C:7](=[O:12])/[CH:8]=[C:9](\I)/[CH3:10])[CH3:5].CO[CH2:15][CH2:16][O:17][CH3:18]. The catalyst is C1COCC1. The product is [CH2:4]([O:6][C:7](=[O:12])/[CH:8]=[C:9](\[C:8]1[CH:9]=[CH:10][C:16]([O:17][CH3:18])=[CH:15][CH:7]=1)/[CH3:10])[CH3:5]. The yield is 0.580. (7) The reactants are I[C:2]1[CH:33]=[CH:32][CH:31]=[CH:30][C:3]=1[C:4]([NH:6][C:7]1[CH:12]=[CH:11][C:10]([N:13]2[C:19](=[O:20])[CH2:18][C:17](=[O:21])[NH:16][C:15]3[C:22]4[C:27]([CH:28]=[CH:29][C:14]2=3)=[CH:26][CH:25]=[CH:24][CH:23]=4)=[CH:9][CH:8]=1)=[O:5].[CH2:34]([Sn](CCCC)(CCCC)CCCC)[CH:35]=[CH2:36].C(#N)C. The catalyst is C1(C)C=CC=CC=1. The product is [CH:34]([C:2]1[CH:33]=[CH:32][CH:31]=[CH:30][C:3]=1[C:4]([NH:6][C:7]1[CH:12]=[CH:11][C:10]([N:13]2[C:19](=[O:20])[CH2:18][C:17](=[O:21])[NH:16][C:15]3[C:22]4[C:27]([CH:28]=[CH:29][C:14]2=3)=[CH:26][CH:25]=[CH:24][CH:23]=4)=[CH:9][CH:8]=1)=[O:5])=[CH:35][CH3:36]. The yield is 0.680. (8) The reactants are [Cl:1][C:2]1[C:7]([Cl:8])=[C:6]([Cl:9])[CH:5]=[C:4]([N+:10]([O-])=O)[C:3]=1[NH2:13].S(S([O-])=O)([O-])=O.[Na+].[Na+].[CH:22](OC)(OC)OC.CN(C=O)C. The catalyst is C(O)(=O)C. The product is [Cl:1][C:2]1[C:3]2[N:13]=[CH:22][NH:10][C:4]=2[CH:5]=[C:6]([Cl:9])[C:7]=1[Cl:8]. The yield is 0.430. (9) The reactants are CO[C:3](=[O:14])[C:4]1[C:9]([Cl:10])=[CH:8][C:7]([Br:11])=[CH:6][C:5]=1[CH2:12]Br.[CH2:15]([C:17]1[CH:24]=[CH:23][C:20]([CH2:21][NH2:22])=[CH:19][CH:18]=1)[CH3:16].C([O-])([O-])=O.[K+].[K+].C(OCC)(=O)C. The product is [Br:11][C:7]1[CH:6]=[C:5]2[C:4](=[C:9]([Cl:10])[CH:8]=1)[C:3](=[O:14])[N:22]([CH2:21][C:20]1[CH:23]=[CH:24][C:17]([CH2:15][CH3:16])=[CH:18][CH:19]=1)[CH2:12]2. The yield is 0.410. The catalyst is C1(C)C=CC=CC=1.CCCCCC. (10) The reactants are [NH2:1][C:2]1[C:11]([O:12][CH3:13])=[C:10]([CH3:14])[CH:9]=[CH:8][C:3]=1[C:4]([O:6]C)=O.[NH2:15][C:16](N)=[O:17]. No catalyst specified. The product is [CH3:13][O:12][C:11]1[C:10]([CH3:14])=[CH:9][CH:8]=[C:3]2[C:2]=1[N:1]=[C:16]([OH:17])[N:15]=[C:4]2[OH:6]. The yield is 0.837.